Predict the product of the given reaction. From a dataset of Forward reaction prediction with 1.9M reactions from USPTO patents (1976-2016). Given the reactants O.O.O.[F-].C([N+](CCCC)(CCCC)CCCC)CCC.[NH2:22][C:23]1[CH2:44][O:43][CH2:42][C@:25]2([C:38]3[CH:37]=[C:36](Br)[CH:35]=[C:34]([F:40])[C:33]=3[O:32][C:31]3[C:26]2=[CH:27][C:28]([OH:41])=[CH:29][CH:30]=3)[N:24]=1.C[Si](C)(C)[C:47]#[C:48][C:49]1([CH3:53])[CH2:52][O:51][CH2:50]1, predict the reaction product. The product is: [NH2:22][C:23]1[CH2:44][O:43][CH2:42][C@:25]2([C:38]3[CH:37]=[C:36]([C:47]#[C:48][C:49]4([CH3:53])[CH2:52][O:51][CH2:50]4)[CH:35]=[C:34]([F:40])[C:33]=3[O:32][C:31]3[C:26]2=[CH:27][C:28]([OH:41])=[CH:29][CH:30]=3)[N:24]=1.